From a dataset of Human liver microsome stability data. Regression/Classification. Given a drug SMILES string, predict its absorption, distribution, metabolism, or excretion properties. Task type varies by dataset: regression for continuous measurements (e.g., permeability, clearance, half-life) or binary classification for categorical outcomes (e.g., BBB penetration, CYP inhibition). Dataset: hlm. (1) The drug is COc1cc(C(=O)c2c[nH]c(-c3c[nH]c4ccccc34)n2)cc2c1OCCO2. The result is 0 (unstable in human liver microsomes). (2) The drug is CCOc1cccc(CN2C(=O)CN(C(=O)c3cc4cc(OC)ccc4[nH]3)C[C@@H]2Cc2ccccc2)c1. The result is 1 (stable in human liver microsomes). (3) The drug is CNC(=O)c1c(-c2ccc(F)cc2)oc2nc(NCC(F)(F)F)c(-c3cccc(C(=O)NC45CC(C4)C5)c3)cc12. The result is 0 (unstable in human liver microsomes). (4) The molecule is Oc1c2ccc(F)cc2nc2cc(Oc3ccc(OC(F)(F)F)cc3)ccc12. The result is 0 (unstable in human liver microsomes). (5) The compound is Cc1c(NS(C)(=O)=O)cccc1N(Cc1ccc(Oc2ccc(F)c(OCC(=O)O)c2)cc1)Cc1ccc(F)cc1F. The result is 0 (unstable in human liver microsomes).